This data is from Forward reaction prediction with 1.9M reactions from USPTO patents (1976-2016). The task is: Predict the product of the given reaction. (1) Given the reactants [C:1]1([CH3:29])[CH:6]=[CH:5][C:4]([S:7][CH2:8][CH2:9][C:10]2[N:28]=[C:13]3[CH:14]([C:18]4[CH:23]=[CH:22][CH:21]=[CH:20][C:19]=4[C:24]([F:27])([F:26])[F:25])[CH2:15][CH2:16][CH2:17][N:12]3[N:11]=2)=[CH:3][CH:2]=1.C(OCC)(=[O:32])C.O, predict the reaction product. The product is: [C:1]1([CH3:29])[CH:6]=[CH:5][C:4]([S:7]([CH2:8][CH2:9][C:10]2[N:28]=[C:13]3[CH:14]([C:18]4[CH:23]=[CH:22][CH:21]=[CH:20][C:19]=4[C:24]([F:26])([F:27])[F:25])[CH2:15][CH2:16][CH2:17][N:12]3[N:11]=2)=[O:32])=[CH:3][CH:2]=1. (2) Given the reactants Cl[C:2]1[N:6]2[CH:7]=[C:8]([F:11])[CH:9]=[CH:10][C:5]2=[N:4][N:3]=1.[CH3:12][OH:13], predict the reaction product. The product is: [F:11][C:8]1[CH:9]=[CH:10][C:5]2[N:6]([C:2]([N:6]3[CH2:7][CH2:8][CH2:9][C@@H:10]([CH2:12][OH:13])[CH2:5]3)=[N:3][N:4]=2)[CH:7]=1.